This data is from Catalyst prediction with 721,799 reactions and 888 catalyst types from USPTO. The task is: Predict which catalyst facilitates the given reaction. (1) Reactant: [F:1][C:2]1[CH:9]=[C:6]([CH:7]=[O:8])[C:5]([OH:10])=[CH:4][CH:3]=1.[O:11]1[CH2:16][CH2:15][CH:14](OS(C)(=O)=O)[CH2:13][CH2:12]1.C(=O)([O-])[O-].[K+].[K+]. Product: [F:1][C:2]1[CH:3]=[CH:4][C:5]([O:10][CH:14]2[CH2:15][CH2:16][O:11][CH2:12][CH2:13]2)=[C:6]([CH:9]=1)[CH:7]=[O:8]. The catalyst class is: 9. (2) Reactant: O=[C:2]([CH2:8][C:9](=O)[CH2:10][CH2:11][N:12]1[C:16](=[O:17])[C:15]2=[CH:18][CH:19]=[CH:20][CH:21]=[C:14]2[C:13]1=[O:22])[C:3]([O:5][CH2:6][CH3:7])=[O:4].[Na].[CH3:25][NH:26][NH2:27]. Product: [O:22]=[C:13]1[C:14]2[C:15](=[CH:18][CH:19]=[CH:20][CH:21]=2)[C:16](=[O:17])[N:12]1[CH2:11][CH2:10][C:9]1[N:26]([CH3:25])[N:27]=[C:2]([C:3]([O:5][CH2:6][CH3:7])=[O:4])[CH:8]=1. The catalyst class is: 15. (3) Reactant: [H-].[Na+].[CH3:3][C:4]1([OH:9])[CH2:8][CH2:7][O:6][CH2:5]1.[N:10]1[CH:15]=[CH:14][CH:13]=[CH:12][C:11]=1[O:16][C:17](=O)[O:18]C1C=CC=CN=1. Product: [C:17](=[O:18])([O:16][C:11]1[CH:12]=[CH:13][CH:14]=[CH:15][N:10]=1)[O:9][C:4]1([CH3:3])[CH2:8][CH2:7][O:6][CH2:5]1. The catalyst class is: 49. (4) The catalyst class is: 12. Product: [CH3:6][N:4]([CH3:5])/[CH:3]=[C:11](/[C:10]([C@H:16]1[CH2:20][CH2:19][CH2:18][O:17]1)=[O:9])\[C:12]([O:14][CH3:15])=[O:13]. Reactant: CO[CH:3](OC)[N:4]([CH3:6])[CH3:5].[O:9]=[C:10]([C@H:16]1[CH2:20][CH2:19][CH2:18][O:17]1)[CH2:11][C:12]([O:14][CH3:15])=[O:13]. (5) Reactant: [C:1](O)(=O)[CH3:2].C[SiH](C)C.[C:9]([BH3-])#N.[Na+].Cl.[NH:14]1[CH2:19][CH2:18][O:17][CH2:16][CH:15]1[C:20]([NH2:22])=[O:21]. Product: [CH:2]1([N:14]2[CH2:19][CH2:18][O:17][CH2:16][CH:15]2[C:20]([NH2:22])=[O:21])[CH2:1][CH2:9]1. The catalyst class is: 5. (6) Reactant: [CH:1]([CH:3]1[CH2:5][CH:4]1[C:6]([O:8][CH2:9][CH3:10])=[O:7])=[O:2].[BH4-].[Na+]. Product: [OH:2][CH2:1][CH:3]1[CH2:5][CH:4]1[C:6]([O:8][CH2:9][CH3:10])=[O:7]. The catalyst class is: 5. (7) Reactant: [Si:1]([O:8][C@@H:9]1[CH:14]=[C:13]([C:15]2[CH:20]=[CH:19][N:18]=[CH:17][C:16]=2[N+:21]([O-:23])=[O:22])[O:12][C@H:11]([CH:24]=[CH2:25])[C@H:10]1[OH:26])([C:4]([CH3:7])([CH3:6])[CH3:5])([CH3:3])[CH3:2].N1C=CC=CC=1.[F:33][C:34]([F:47])([F:46])[S:35](O[S:35]([C:34]([F:47])([F:46])[F:33])(=[O:37])=[O:36])(=[O:37])=[O:36]. Product: [F:33][C:34]([F:47])([F:46])[S:35]([O:26][C@H:10]1[C@H:9]([O:8][Si:1]([C:4]([CH3:7])([CH3:6])[CH3:5])([CH3:3])[CH3:2])[CH:14]=[C:13]([C:15]2[CH:20]=[CH:19][N:18]=[CH:17][C:16]=2[N+:21]([O-:23])=[O:22])[O:12][C@@H:11]1[CH:24]=[CH2:25])(=[O:37])=[O:36]. The catalyst class is: 808. (8) Reactant: [F:1][C:2]1[CH:9]=[CH:8][C:5]([CH2:6][NH2:7])=[CH:4][CH:3]=1.[Cl:10][C:11]1[N:16]=[C:15]([Cl:17])[C:14]([C:18](Cl)=[O:19])=[CH:13][N:12]=1.C(N(CC)C(C)C)(C)C. Product: [Cl:10][C:11]1[N:16]=[C:15]([Cl:17])[C:14]([C:18]([NH:7][CH2:6][C:5]2[CH:8]=[CH:9][C:2]([F:1])=[CH:3][CH:4]=2)=[O:19])=[CH:13][N:12]=1. The catalyst class is: 112.